From a dataset of Forward reaction prediction with 1.9M reactions from USPTO patents (1976-2016). Predict the product of the given reaction. (1) Given the reactants [NH2:1][C:2]1[N:7]=[C:6]([N:8]2[CH2:17][CH2:16][C:15]3[C:10](=[CH:11][C:12]([C:18](O)=[O:19])=[CH:13][CH:14]=3)[CH2:9]2)[CH:5]=[C:4]([N:21]2[CH2:26][CH2:25][N:24]([CH3:27])[CH2:23][CH2:22]2)[N:3]=1.[CH2:28]1[C:36]2[C:31](=[CH:32][CH:33]=[CH:34][CH:35]=2)[CH2:30][NH:29]1, predict the reaction product. The product is: [CH2:28]1[C:36]2[C:31](=[CH:32][CH:33]=[CH:34][CH:35]=2)[CH2:30][N:29]1[C:18]([C:12]1[CH:11]=[C:10]2[C:15]([CH2:16][CH2:17][N:8]([C:6]3[CH:5]=[C:4]([N:21]4[CH2:22][CH2:23][N:24]([CH3:27])[CH2:25][CH2:26]4)[N:3]=[C:2]([NH2:1])[N:7]=3)[CH2:9]2)=[CH:14][CH:13]=1)=[O:19]. (2) Given the reactants [F:1][C:2]1[C:10]([CH:11]=[CH2:12])=[N:9][CH:8]=[CH:7][C:3]=1[C:4]([OH:6])=[O:5].[CH3:13][Si](C=[N+]=[N-])(C)C.CCOCC.C(O)(=O)C, predict the reaction product. The product is: [F:1][C:2]1[C:10]([CH:11]=[CH2:12])=[N:9][CH:8]=[CH:7][C:3]=1[C:4]([O:6][CH3:13])=[O:5].